Task: Predict the reaction yield, written as a fraction of the theoretical maximum amount of product (1.0 means a 100% yield; for example, 0.34 means a 34% yield).. Dataset: Reaction yield outcomes from USPTO patents with 853,638 reactions The reactants are [F:1][C:2]([F:25])([F:24])[S:3]([N:6]1[CH2:11][CH2:10][CH:9]([C:12]2[S:13][C:14]([C:17]3[CH:23]=[CH:22][C:20]([NH2:21])=[CH:19][CH:18]=3)=[CH:15][N:16]=2)[CH2:8][CH2:7]1)(=[O:5])=[O:4].[F:26][C:27]1[CH:32]=[C:31]([F:33])[CH:30]=[C:29]([F:34])[C:28]=1[N:35]=[C:36]=[O:37]. No catalyst specified. The product is [F:25][C:2]([F:1])([F:24])[S:3]([N:6]1[CH2:11][CH2:10][CH:9]([C:12]2[S:13][C:14]([C:17]3[CH:23]=[CH:22][C:20]([NH:21][C:36]([NH:35][C:28]4[C:29]([F:34])=[CH:30][C:31]([F:33])=[CH:32][C:27]=4[F:26])=[O:37])=[CH:19][CH:18]=3)=[CH:15][N:16]=2)[CH2:8][CH2:7]1)(=[O:4])=[O:5]. The yield is 0.870.